Dataset: Peptide-MHC class I binding affinity with 185,985 pairs from IEDB/IMGT. Task: Regression. Given a peptide amino acid sequence and an MHC pseudo amino acid sequence, predict their binding affinity value. This is MHC class I binding data. (1) The peptide sequence is FMDPGIFPR. The MHC is HLA-A25:01 with pseudo-sequence HLA-A25:01. The binding affinity (normalized) is 0.0847. (2) The peptide sequence is TISGNIYSA. The MHC is HLA-A68:02 with pseudo-sequence HLA-A68:02. The binding affinity (normalized) is 0.779. (3) The peptide sequence is MAMGILHTI. The MHC is HLA-B51:01 with pseudo-sequence HLA-B51:01. The binding affinity (normalized) is 0.526. (4) The MHC is HLA-A02:03 with pseudo-sequence HLA-A02:03. The peptide sequence is LYRYIQWLR. The binding affinity (normalized) is 0.0847. (5) The peptide sequence is DMRKRIEAF. The MHC is HLA-A11:01 with pseudo-sequence HLA-A11:01. The binding affinity (normalized) is 0.0847.